Predict the reactants needed to synthesize the given product. From a dataset of Full USPTO retrosynthesis dataset with 1.9M reactions from patents (1976-2016). (1) The reactants are: [N+:1]([C:4]1[CH:22]=[CH:21][C:7]([CH2:8][O:9][C:10]([CH:12]2[C:20]3[C:15](=[CH:16][CH:17]=[CH:18][CH:19]=3)[CH2:14][CH2:13]2)=[O:11])=[CH:6][CH:5]=1)([O-:3])=[O:2].[Cl:23][S:24](O)(=[O:26])=[O:25]. Given the product [N+:1]([C:4]1[CH:5]=[CH:6][C:7]([CH2:8][O:9][C:10]([CH:12]2[C:20]3[C:15](=[CH:16][CH:17]=[C:18]([S:24]([Cl:23])(=[O:26])=[O:25])[CH:19]=3)[CH2:14][CH2:13]2)=[O:11])=[CH:21][CH:22]=1)([O-:3])=[O:2], predict the reactants needed to synthesize it. (2) Given the product [C:1]([O:5][C:6](=[O:33])[NH:7][C@H:8]([C@@H:17]1[O:21][C:20](=[O:22])[N:19]([CH2:23][C:24]2[CH:29]=[CH:28][CH:27]=[C:26]([CH:30]([CH3:31])[CH3:32])[CH:25]=2)[CH2:18]1)[CH2:9][C:10]1[CH:15]=[CH:14][CH:13]=[C:12]([O:16][CH2:41][CH2:42][CH2:43][OH:44])[CH:11]=1)([CH3:4])([CH3:3])[CH3:2], predict the reactants needed to synthesize it. The reactants are: [C:1]([O:5][C:6](=[O:33])[NH:7][C@H:8]([C@@H:17]1[O:21][C:20](=[O:22])[N:19]([CH2:23][C:24]2[CH:29]=[CH:28][CH:27]=[C:26]([CH:30]([CH3:32])[CH3:31])[CH:25]=2)[CH2:18]1)[CH2:9][C:10]1[CH:15]=[CH:14][CH:13]=[C:12]([OH:16])[CH:11]=1)([CH3:4])([CH3:3])[CH3:2].C(=O)([O-])[O-].[K+].[K+].Br[CH2:41][CH2:42][CH2:43][OH:44]. (3) Given the product [C:38]([C:40]1[CH:41]=[C:42]([CH:45]=[CH:46][CH:47]=1)[CH2:43][N:4]1[CH2:5][CH2:6][N:1]([C:7]2[CH:8]=[C:9]([NH:13][C:14]([C:16]3[C:17]([C:22]4[CH:27]=[CH:26][C:25]([C:28]([F:29])([F:31])[F:30])=[CH:24][CH:23]=4)=[CH:18][CH:19]=[CH:20][CH:21]=3)=[O:15])[CH:10]=[CH:11][CH:12]=2)[CH2:2][CH2:3]1)#[N:39], predict the reactants needed to synthesize it. The reactants are: [N:1]1([C:7]2[CH:8]=[C:9]([NH:13][C:14]([C:16]3[C:17]([C:22]4[CH:27]=[CH:26][C:25]([C:28]([F:31])([F:30])[F:29])=[CH:24][CH:23]=4)=[CH:18][CH:19]=[CH:20][CH:21]=3)=[O:15])[CH:10]=[CH:11][CH:12]=2)[CH2:6][CH2:5][NH:4][CH2:3][CH2:2]1.C([O-])([O-])=O.[K+].[K+].[C:38]([C:40]1[CH:41]=[C:42]([CH:45]=[CH:46][CH:47]=1)[CH2:43]Br)#[N:39].